This data is from Full USPTO retrosynthesis dataset with 1.9M reactions from patents (1976-2016). The task is: Predict the reactants needed to synthesize the given product. (1) Given the product [Cl:37][C:30]1[CH:31]=[CH:32][C:27]([NH:26][C:20]2[C:21]3[CH:22]=[CH:23][C:24]([CH3:25])=[C:15]([NH2:14])[C:16]=3[CH:17]=[CH:18][N:19]=2)=[CH:28][CH:29]=1, predict the reactants needed to synthesize it. The reactants are: NC1C2C=CC=C(C([NH:14][C:15]3[C:24]([CH3:25])=[CH:23][CH:22]=[C:21]4[C:16]=3[CH:17]=[CH:18][N:19]=[C:20]4[NH:26][C:27]3[CH:32]=[CH:31][CH:30]=[C:29](C(F)(F)F)[CH:28]=3)=O)C=2C=CN=1.[Cl:37]C1C=CC(N)=CC=1. (2) Given the product [I:41][CH2:2][C@@H:3]([CH3:16])[CH2:4][N:5]1[C:14]2[C:9](=[CH:10][CH:11]=[CH:12][CH:13]=2)[CH2:8][CH2:7][C:6]1=[O:15], predict the reactants needed to synthesize it. The reactants are: O[CH2:2][C@@H:3]([CH3:16])[CH2:4][N:5]1[C:14]2[C:9](=[CH:10][CH:11]=[CH:12][CH:13]=2)[CH2:8][CH2:7][C:6]1=[O:15].C1C=CC(P(C2C=CC=CC=2)C2C=CC=CC=2)=CC=1.N1C=CN=C1.[I:41]I. (3) Given the product [CH:28]1([NH:27][C:25]([C:23]2[CH:22]=[CH:21][C:20]([CH3:31])=[C:19]([NH:18][C:16](=[O:17])[C:15]3[CH:32]=[CH:33][C:12]([O:8][CH2:7][C:2]4[CH:3]=[CH:4][CH:5]=[CH:6][N:1]=4)=[N:13][CH:14]=3)[CH:24]=2)=[O:26])[CH2:30][CH2:29]1, predict the reactants needed to synthesize it. The reactants are: [N:1]1[CH:6]=[CH:5][CH:4]=[CH:3][C:2]=1[CH2:7][OH:8].[H-].[Na+].Cl[C:12]1[CH:33]=[CH:32][C:15]([C:16]([NH:18][C:19]2[CH:24]=[C:23]([C:25]([NH:27][CH:28]3[CH2:30][CH2:29]3)=[O:26])[CH:22]=[CH:21][C:20]=2[CH3:31])=[O:17])=[CH:14][N:13]=1.C(OCC)(=O)C. (4) Given the product [Br:2][CH2:12][C:10]1[CH:11]=[C:6]([F:5])[CH:7]=[CH:8][C:9]=1[O:14][CH3:15], predict the reactants needed to synthesize it. The reactants are: P(Br)(Br)[Br:2].[F:5][C:6]1[CH:7]=[CH:8][C:9]([O:14][CH3:15])=[C:10]([CH2:12]O)[CH:11]=1. (5) Given the product [CH:1]1([C:7]2[C:15]3[CH:14]=[CH:13][C:12]([C:16]([OH:18])=[O:17])=[CH:11][C:10]=3[N:9]3[CH2:20][CH2:21][C:22]4[C:23]5[C:28]([NH:29][CH:30]=4)=[CH:27][CH:26]=[CH:25][C:24]=5[C:8]=23)[CH2:2][CH2:3][CH2:4][CH2:5][CH2:6]1, predict the reactants needed to synthesize it. The reactants are: [CH:1]1([C:7]2[C:15]3[CH:14]=[CH:13][C:12]([C:16]([O:18]C)=[O:17])=[CH:11][C:10]=3[N:9]3[CH2:20][C:21](=O)[C:22]4[C:23]5[C:28]([NH:29][CH:30]=4)=[CH:27][CH:26]=[CH:25][C:24]=5[C:8]=23)[CH2:6][CH2:5][CH2:4][CH2:3][CH2:2]1.S(C)C.[OH-].[Na+].